From a dataset of Peptide-MHC class I binding affinity with 185,985 pairs from IEDB/IMGT. Regression. Given a peptide amino acid sequence and an MHC pseudo amino acid sequence, predict their binding affinity value. This is MHC class I binding data. (1) The peptide sequence is YAYEPGSVM. The MHC is HLA-B27:20 with pseudo-sequence HLA-B27:20. The binding affinity (normalized) is 0.582. (2) The peptide sequence is KVALYRRIQR. The MHC is HLA-A31:01 with pseudo-sequence HLA-A31:01. The binding affinity (normalized) is 1.00. (3) The peptide sequence is PIGMQFDKVY. The MHC is HLA-A11:01 with pseudo-sequence HLA-A11:01. The binding affinity (normalized) is 0.342. (4) The peptide sequence is LAAEWVLAY. The MHC is HLA-A24:02 with pseudo-sequence HLA-A24:02. The binding affinity (normalized) is 0.0181.